This data is from Experimentally validated miRNA-target interactions with 360,000+ pairs, plus equal number of negative samples. The task is: Binary Classification. Given a miRNA mature sequence and a target amino acid sequence, predict their likelihood of interaction. (1) The miRNA is hsa-let-7d-5p with sequence AGAGGUAGUAGGUUGCAUAGUU. The protein sequence of the target gene is MSYYLSSENHLDPGPIYMRENGQLHMVNLALDGVRSSLQKPRPFRLFPKGFSVELCMNREDDTARKEKTDHFIFTYTREGNLRYSAKSLFSLVLGFISDNVDHIDSLIGFPEQIAEKLFSAAEARQKFTEPGAGLRALQKFTEAYGSLVLCSLCLRNRYLVISEKLEEIKSFRELTCLDLSCCKLGDEHELLEHLTNEALSSVTQLHLKDNCLSDAGVRKMTAPVRVMKRGLENLTLLDLSCNPEITDAGIGYLFSFRKLNCLDISGTGLKDIKTVKHKLQTHIGLVHSKVPLKEFDHSN.... Result: 1 (interaction). (2) The miRNA is hsa-miR-1910-3p with sequence GAGGCAGAAGCAGGAUGACA. The protein sequence of the target gene is MHDSNNVEKDITPSELPANPGCLHSKEHSIKATLIWRLFFLIMFLTIIVCGMVAALSAIRANCHQEPSVCLQAACPESWIGFQRKCFYFSDDTKNWTSSQRFCDSQDADLAQVESFQELNFLLRYKGPSDHWIGLSREQGQPWKWINGTEWTRQFPILGAGECAYLNDKGASSARHYTERKWICSKSDIHV. Result: 1 (interaction). (3) The protein sequence of the target gene is MGNTVHRTLPDPSPPARLLATRPCCGPGPERRPVLGEAPRFHAQAKGKNVRLDGHSRRATRRNSFCNGVTFTQRPIRLYEQVRLRLVAVRPGWSGALRFGFTAHDPSLMSAQDIPKYACPDLVTRPGYWAKALPENLALRDTVLAYWADRHGRVFYSVNDGEPVLFHCGVAVGGPLWALIDVYGITDEVQLLESAFADTLTPARLSQARFSACLPPSSHDAANFDNNELENNQVVAKLGHLALGRAPGPPPADAAAAAIPCGPRERPRPASSPALLEADLRFHATRGPDVSLSADRKVAC.... The miRNA is hsa-miR-4749-3p with sequence CGCCCCUCCUGCCCCCACAG. Result: 0 (no interaction). (4) The miRNA is hsa-miR-19a-3p with sequence UGUGCAAAUCUAUGCAAAACUGA. The protein sequence of the target gene is MGKSLSHLPLHSSKEDAYDGVTSENMRNGLVNSEVHNEDGRNGDVSQFPYVEFTGRDSVTCPTCQGTGRIPRGQENQLVALIPYSDQRLRPRRTKLYVMASVFVCLLLSGLAVFFLFPRSIDVKYIGVKSAYVSYDVQKRTIYLNITNTLNITNNNYYSVEVENITAQVQFSKTVIGKARLNNITIIGPLDMKQIDYTVPTVIAEEMSYMYDFCTLISIKVHNIVLMMQVTVTTTYFGHSEQISQERYQYVDCGRNTTYQLGQSEYLNVLQPQQ. Result: 1 (interaction). (5) The miRNA is hsa-miR-4426 with sequence GAAGAUGGACGUACUUU. The protein sequence of the target gene is MHSPGAGCPALQPDTPGSQPQPMDLRVGQRPTVEPPPEPALLTLQHPQRLHRHLFLAGLHQQQRSAEPMRLSMDPPMPELQGGQQEQELRQLLNKDKSKRSAVASSVVKQKLAEVILKKQQAALERTVHPSSPSIPYRTLEPLDTEGAARSVLSSFLPPVPSLPTEPPEHFPLRKTVSEPNLKLRYKPKKSLERRKNPLLRKESAPPSLRRRPAETLGDSSPSSSSTPASGCSSPNDSEHGPNPALGSEADGDRRTHSTLGPRGPVLGNPHAPLFLHHGLEPEAGGTLPSRLQPILLLDP.... Result: 0 (no interaction). (6) The miRNA is hsa-miR-873-5p with sequence GCAGGAACUUGUGAGUCUCCU. The protein sequence of the target gene is MAAAALLAAVDRNQLRRVPILLLQPREWAWKLRTMKYGTTPGGSITKVLIANRGEIACRVIRTAKKMGVQSVAVYSEADRNSMHVDMADEAYSIGPAPSQQSYLAMEKIIQVAKSSAAQAIHPGYGFLSENMEFAELCKQEGIIFIGPPSSAIRDMGIKSTSKSIMAAAGVPVVEGYHGKDQSDQCLREHAGKIGYPVMIKAVRGGGGKGMRIVRSEREFQEQLESARREAKKSFNDDAMLIEKFVDTPRHVEVQVFGDHHGNAVYLFERDCSVQRRHQKIIEEAPAPGINPEVRRKLGE.... Result: 0 (no interaction). (7) The miRNA is hsa-let-7b-5p with sequence UGAGGUAGUAGGUUGUGUGGUU. The protein sequence of the target gene is MELPSGPGPERLFDSHRLPGDCFLLLVLLLYAPVGFCLLVLRLFLGIHVFLVSCALPDSVLRRFVVRTMCAVLGLVARQEDSGLRDHSVRVLISNHVTPFDHNIVNLLTTCSTPLLNSPPSFVCWSRGFMEMNGRGELVESLKRFCASTRLPPTPLLLFPEEEATNGREGLLRFSSWPFSIQDVVQPLTLQVQRPLVSVTVSDASWVSELLWSLFVPFTVYQVRWLRPVHRQLGEANEEFALRVQQLVAKELGQTGTRLTPADKAEHMKRQRHPRLRPQSAQSSFPPSPGPSPDVQLATL.... Result: 1 (interaction).